From a dataset of Forward reaction prediction with 1.9M reactions from USPTO patents (1976-2016). Predict the product of the given reaction. Given the reactants [NH:1]1[CH:5]=[C:4]([CH2:6][N:7]2[CH:11]=[C:10]([C:12]([OH:14])=O)[CH:9]=[N:8]2)[N:3]=[N:2]1.C(N(C(C)C)CC)(C)C.F[B-](F)(F)F.N1(OC(N(C)C)=[N+](C)C)C2C=CC=CC=2N=N1.[CH2:46]1[C:54]2[C:49](=[CH:50][CH:51]=[CH:52][CH:53]=2)[CH2:48][CH:47]1[NH:55][C:56]1[N:57]=[CH:58][C:59]2[CH2:65][NH:64][CH2:63][CH2:62][C:60]=2[N:61]=1, predict the reaction product. The product is: [CH2:46]1[C:54]2[C:49](=[CH:50][CH:51]=[CH:52][CH:53]=2)[CH2:48][CH:47]1[NH:55][C:56]1[N:57]=[CH:58][C:59]2[CH2:65][N:64]([C:12]([C:10]3[CH:9]=[N:8][N:7]([CH2:6][C:4]4[N:3]=[N:2][NH:1][CH:5]=4)[CH:11]=3)=[O:14])[CH2:63][CH2:62][C:60]=2[N:61]=1.